From a dataset of Forward reaction prediction with 1.9M reactions from USPTO patents (1976-2016). Predict the product of the given reaction. (1) The product is: [N:36]1([C:26]([C:27]2[CH:6]=[CH:5][C:4]([C:14]3[CH:15]=[CH:16][C:11]([O:10][CH2:9][CH2:8][CH2:7][N:1]4[CH2:2][CH2:3][CH2:4][CH2:5][CH2:6]4)=[CH:12][CH:13]=3)=[CH:3][CH:2]=2)=[O:30])[CH2:41][CH2:40][CH2:39][CH2:38][CH2:37]1. Given the reactants [N:1]1([CH2:7][CH2:8][CH2:9][O:10][C:11]2[CH:16]=[CH:15][C:14](C3(C(O)=O)C=CC=CC3)=[CH:13][CH:12]=2)[CH2:6][CH2:5][CH2:4][CH2:3][CH2:2]1.[C:26](Cl)(=[O:30])[C:27](Cl)=O.C(Cl)(Cl)Cl.[NH:36]1[CH2:41][CH2:40][CH2:39][CH2:38][CH2:37]1, predict the reaction product. (2) Given the reactants [Br:1][C:2]1[CH:3]=[C:4]([CH:7]=[C:8]([F:10])[CH:9]=1)[CH:5]=[O:6].[C:11](#[N:13])[CH3:12], predict the reaction product. The product is: [Br:1][C:2]1[CH:3]=[C:4]([CH:5]([OH:6])[CH2:12][C:11]#[N:13])[CH:7]=[C:8]([F:10])[CH:9]=1. (3) Given the reactants OC(C(F)(F)F)=O.[F:8][C:9]1[CH:26]=[CH:25][C:12]([CH2:13][C:14]2[C:23]3[C:18](=[CH:19][CH:20]=[CH:21][CH:22]=3)[C:17](=[O:24])[NH:16][N:15]=2)=[CH:11][C:10]=1[C:27]([N:29]1[CH2:34][CH2:33][NH:32][CH2:31][CH2:30]1)=[O:28].[CH3:35][C:36]([CH3:43])([CH3:42])[C:37](=[O:41])[C:38](O)=[O:39].CCN(C(C)C)C(C)C.CN(C(ON1N=NC2C=CC=NC1=2)=[N+](C)C)C.F[P-](F)(F)(F)(F)F, predict the reaction product. The product is: [F:8][C:9]1[CH:26]=[CH:25][C:12]([CH2:13][C:14]2[C:23]3[C:18](=[CH:19][CH:20]=[CH:21][CH:22]=3)[C:17](=[O:24])[NH:16][N:15]=2)=[CH:11][C:10]=1[C:27]([N:29]1[CH2:34][CH2:33][N:32]([C:38](=[O:39])[C:37](=[O:41])[C:36]([CH3:43])([CH3:42])[CH3:35])[CH2:31][CH2:30]1)=[O:28]. (4) Given the reactants Cl[C:2]1[N:7]=[CH:6][N:5]=[C:4]([N:8]([CH2:10][C:11]([CH3:14])([CH3:13])[CH3:12])[CH3:9])[C:3]=1[N+:15]([O-:17])=[O:16].[NH2:18][C:19]1[CH:20]=[C:21]([CH:26]=[CH:27][C:28]=1[CH3:29])[C:22]([NH:24][CH3:25])=[O:23].CCN(C(C)C)C(C)C, predict the reaction product. The product is: [CH3:12][C:11]([CH3:14])([CH3:13])[CH2:10][N:8]([CH3:9])[C:4]1[N:5]=[CH:6][N:7]=[C:2]([NH:18][C:19]2[CH:20]=[C:21]([CH:26]=[CH:27][C:28]=2[CH3:29])[C:22]([NH:24][CH3:25])=[O:23])[C:3]=1[N+:15]([O-:17])=[O:16]. (5) Given the reactants O1CCCC1.[Br:6]N1C(=O)CCC1=O.[Cl:14][C:15]1[C:16]2[NH:23][CH:22]=[CH:21][C:17]=2[N:18]=[CH:19][N:20]=1, predict the reaction product. The product is: [Br:6][C:21]1[C:17]2[N:18]=[CH:19][N:20]=[C:15]([Cl:14])[C:16]=2[NH:23][CH:22]=1. (6) Given the reactants [H-].[Na+].[C:3]([O:10][CH3:11])(=[O:9])[CH2:4][C:5]([O:7][CH3:8])=[O:6].F[C:13]1[C:14]([N+:29]([O-:31])=[O:30])=[C:15]([NH:19][C:20]2[CH:25]=[CH:24][CH:23]=[C:22]([N+:26]([O-:28])=[O:27])[CH:21]=2)[CH:16]=[CH:17][CH:18]=1.[NH4+].[Cl-], predict the reaction product. The product is: [CH3:8][O:7][C:5](=[O:6])[CH:4]([C:13]1[CH:18]=[CH:17][CH:16]=[C:15]([NH:19][C:20]2[CH:25]=[CH:24][CH:23]=[C:22]([N+:26]([O-:28])=[O:27])[CH:21]=2)[C:14]=1[N+:29]([O-:31])=[O:30])[C:3]([O:10][CH3:11])=[O:9]. (7) Given the reactants [F:1][C@H:2]1[CH2:7][NH:6][CH2:5][C@H:4]([NH:8][C:9]2[C:10]3[CH:17]=[CH:16][NH:15][C:11]=3[N:12]=[CH:13][N:14]=2)[CH2:3]1.C(Cl)Cl.CO.[CH2:23]1C[O:26][CH2:25][CH2:24]1, predict the reaction product. The product is: [N:12]1[C:11]2[NH:15][CH:16]=[CH:17][C:10]=2[C:9]([NH:8][C@@H:4]2[CH2:3][C@@H:2]([F:1])[CH2:7][N:6]([C:25](=[O:26])[CH:24]=[CH2:23])[CH2:5]2)=[N:14][CH:13]=1. (8) Given the reactants [C:1]([O:4]CC)(=[O:3])C.[CH3:7][CH2:8][CH2:9][CH2:10][CH2:11][CH2:12][CH3:13].C(O)(=O)C.[CH3:18][CH2:19][CH2:20][CH2:21]CCC.CC(O)C, predict the reaction product. The product is: [CH3:7][C@@H:8]([CH2:9][CH2:10][CH2:11][C:12]1[CH:21]=[CH:20][CH:19]=[CH:18][CH:13]=1)[C:1]([OH:4])=[O:3].